Dataset: Full USPTO retrosynthesis dataset with 1.9M reactions from patents (1976-2016). Task: Predict the reactants needed to synthesize the given product. (1) Given the product [CH2:1]([O:3][C:4](=[O:13])[C:5]1[CH:10]=[C:9]([F:11])[CH:8]=[N:7][C:6]=1[O:35][C:31]1[CH:32]=[CH:33][CH:34]=[C:29]([S:28][CH3:27])[CH:30]=1)[CH3:2], predict the reactants needed to synthesize it. The reactants are: [CH2:1]([O:3][C:4](=[O:13])[C:5]1[CH:10]=[C:9]([F:11])[CH:8]=[N:7][C:6]=1Cl)[CH3:2].C(C1C(F)=CN=C(Cl)C=1C(O)=O)C.[CH3:27][S:28][C:29]1[CH:30]=[C:31]([OH:35])[CH:32]=[CH:33][CH:34]=1.C(=O)([O-])[O-].[Cs+].[Cs+]. (2) Given the product [C:13]([O:12][CH2:11][CH:8]([C:3]1[CH:4]=[CH:5][CH:6]=[CH:7][C:2]=1[Cl:1])[C:9]#[N:10])(=[O:15])[CH3:14], predict the reactants needed to synthesize it. The reactants are: [Cl:1][C:2]1[CH:7]=[CH:6][CH:5]=[CH:4][C:3]=1[CH:8]([CH2:11][OH:12])[C:9]#[N:10].[C:13](OCC)(=[O:15])[CH3:14]. (3) The reactants are: Br[C:2]1[CH:3]=[N:4][C:5]2[NH:14][C:13](=[O:15])[C@@H:12]3[N:8]([CH2:9][CH2:10][CH2:11]3)[CH2:7][C:6]=2[CH:16]=1.[C:17]([O:21][C:22]([CH3:25])([CH3:24])[CH3:23])(=[O:20])[CH:18]=[CH2:19].C(N(C(C)C)C(C)C)C.CC1C=CC=CC=1P(C1C=CC=CC=1C)C1C=CC=CC=1C. Given the product [C:22]([O:21][C:17](=[O:20])/[CH:18]=[CH:19]/[C:2]1[CH:3]=[N:4][C:5]2[NH:14][C:13](=[O:15])[C@@H:12]3[N:8]([CH2:9][CH2:10][CH2:11]3)[CH2:7][C:6]=2[CH:16]=1)([CH3:25])([CH3:24])[CH3:23], predict the reactants needed to synthesize it. (4) Given the product [C:1]([C:3]([NH:8][C:17](=[O:18])[C:16]1[CH:20]=[CH:21][C:13]([O:12][CH2:9][C:10]#[CH:11])=[C:14]([F:22])[CH:15]=1)([CH3:7])[CH:4]([CH3:6])[CH3:5])#[N:2], predict the reactants needed to synthesize it. The reactants are: [C:1]([C:3]([NH2:8])([CH3:7])[CH:4]([CH3:6])[CH3:5])#[N:2].[CH2:9]([O:12][C:13]1[CH:21]=[CH:20][C:16]([C:17](Cl)=[O:18])=[CH:15][C:14]=1[F:22])[C:10]#[CH:11]. (5) Given the product [Cl:28][C:19]1[C:20]([C:24]([F:25])([F:27])[F:26])=[CH:21][CH:22]=[CH:23][C:18]=1[C:16]([N:13]1[CH2:14][CH2:15][C:7]2[C:6]([C:5]3[CH:4]=[CH:3][N:2]([CH3:31])[N:1]=3)=[N:11][CH:10]=[N:9][C:8]=2[CH2:12]1)=[O:17], predict the reactants needed to synthesize it. The reactants are: [NH:1]1[C:5]([C:6]2[C:7]3[CH2:15][CH2:14][N:13]([C:16]([C:18]4[CH:23]=[CH:22][CH:21]=[C:20]([C:24]([F:27])([F:26])[F:25])[C:19]=4[Cl:28])=[O:17])[CH2:12][C:8]=3[N:9]=[CH:10][N:11]=2)=[CH:4][CH:3]=[N:2]1.[H-].[Na+].[CH3:31]I. (6) Given the product [CH3:61][C@H:39]1[C@H:40]([CH3:60])[C@@H:41]([NH:49][C:50](=[O:59])[O:51][CH2:52][C:53]2[CH:58]=[CH:57][CH:56]=[CH:55][CH:54]=2)[C:42]2[C:47](=[CH:46][CH:45]=[C:44]([N:29]3[CH2:34][CH2:33][O:32][CH2:31][CH2:30]3)[CH:43]=2)[NH:38]1, predict the reactants needed to synthesize it. The reactants are: CN(C1C(C2C(P(C3CCCCC3)C3CCCCC3)=CC=CC=2)=CC=CC=1)C.[NH:29]1[CH2:34][CH2:33][O:32][CH2:31][CH2:30]1.C([N:38]1[C:47]2[C:42](=[CH:43][C:44](Br)=[CH:45][CH:46]=2)[C@H:41]([NH:49][C:50](=[O:59])[O:51][CH2:52][C:53]2[CH:58]=[CH:57][CH:56]=[CH:55][CH:54]=2)[C@@H:40]([CH3:60])[C@@H:39]1[CH3:61])(=O)C.CC(C)([O-])C.[Na+].